Dataset: Catalyst prediction with 721,799 reactions and 888 catalyst types from USPTO. Task: Predict which catalyst facilitates the given reaction. (1) The catalyst class is: 10. Reactant: [CH2:1]([O:3][C:4](=[O:9])[CH:5]([NH2:8])[C:6]#[N:7])[CH3:2].[CH:10](OCC)(OCC)OCC.[CH:20]1([NH2:23])[CH2:22][CH2:21]1. Product: [CH2:1]([O:3][C:4]([C:5]1[N:8]=[CH:10][N:23]([CH:20]2[CH2:22][CH2:21]2)[C:6]=1[NH2:7])=[O:9])[CH3:2]. (2) Reactant: [CH2:1]([N:8]=[C:9]=[O:10])[C:2]1[CH:7]=[CH:6][CH:5]=[CH:4][CH:3]=1.[C:11]1([C:17]2([CH2:27][C:28]3[CH:33]=[CH:32][CH:31]=[CH:30][CH:29]=3)[C:21]3[CH2:22][NH:23][CH2:24][CH2:25][C:20]=3[C:19](=[O:26])[O:18]2)[CH:16]=[CH:15][CH:14]=[CH:13][CH:12]=1. Product: [CH2:1]([NH:8][C:9]([N:23]1[CH2:24][CH2:25][C:20]2[C:19](=[O:26])[O:18][C:17]([CH2:27][C:28]3[CH:33]=[CH:32][CH:31]=[CH:30][CH:29]=3)([C:11]3[CH:16]=[CH:15][CH:14]=[CH:13][CH:12]=3)[C:21]=2[CH2:22]1)=[O:10])[C:2]1[CH:7]=[CH:6][CH:5]=[CH:4][CH:3]=1. The catalyst class is: 4.